Dataset: NCI-60 drug combinations with 297,098 pairs across 59 cell lines. Task: Regression. Given two drug SMILES strings and cell line genomic features, predict the synergy score measuring deviation from expected non-interaction effect. (1) Synergy scores: CSS=47.2, Synergy_ZIP=2.06, Synergy_Bliss=2.18, Synergy_Loewe=-1.84, Synergy_HSA=2.04. Drug 1: C1C(C(OC1N2C=NC3=C2NC=NCC3O)CO)O. Drug 2: N.N.Cl[Pt+2]Cl. Cell line: NCIH23. (2) Drug 1: C(=O)(N)NO. Drug 2: CC12CCC3C(C1CCC2O)C(CC4=C3C=CC(=C4)O)CCCCCCCCCS(=O)CCCC(C(F)(F)F)(F)F. Cell line: SW-620. Synergy scores: CSS=-7.00, Synergy_ZIP=1.33, Synergy_Bliss=-7.51, Synergy_Loewe=-11.1, Synergy_HSA=-13.1. (3) Drug 1: CCC1=CC2CC(C3=C(CN(C2)C1)C4=CC=CC=C4N3)(C5=C(C=C6C(=C5)C78CCN9C7C(C=CC9)(C(C(C8N6C)(C(=O)OC)O)OC(=O)C)CC)OC)C(=O)OC. Drug 2: B(C(CC(C)C)NC(=O)C(CC1=CC=CC=C1)NC(=O)C2=NC=CN=C2)(O)O. Cell line: NCI-H460. Synergy scores: CSS=88.0, Synergy_ZIP=4.20, Synergy_Bliss=1.26, Synergy_Loewe=0.184, Synergy_HSA=3.48. (4) Drug 1: C1=CC(=CC=C1CCCC(=O)O)N(CCCl)CCCl. Drug 2: C#CCC(CC1=CN=C2C(=N1)C(=NC(=N2)N)N)C3=CC=C(C=C3)C(=O)NC(CCC(=O)O)C(=O)O. Cell line: HL-60(TB). Synergy scores: CSS=58.3, Synergy_ZIP=-12.8, Synergy_Bliss=-26.3, Synergy_Loewe=-24.5, Synergy_HSA=-22.9. (5) Drug 1: CCC(=C(C1=CC=CC=C1)C2=CC=C(C=C2)OCCN(C)C)C3=CC=CC=C3.C(C(=O)O)C(CC(=O)O)(C(=O)O)O. Drug 2: CC(C)NC(=O)C1=CC=C(C=C1)CNNC.Cl. Cell line: NCI-H226. Synergy scores: CSS=1.07, Synergy_ZIP=-0.0715, Synergy_Bliss=1.63, Synergy_Loewe=0.558, Synergy_HSA=0.609. (6) Drug 1: CN1C(=O)N2C=NC(=C2N=N1)C(=O)N. Drug 2: CNC(=O)C1=NC=CC(=C1)OC2=CC=C(C=C2)NC(=O)NC3=CC(=C(C=C3)Cl)C(F)(F)F. Cell line: PC-3. Synergy scores: CSS=-0.566, Synergy_ZIP=2.03, Synergy_Bliss=1.86, Synergy_Loewe=-3.44, Synergy_HSA=-3.61. (7) Drug 1: C1=CC(=CC=C1C#N)C(C2=CC=C(C=C2)C#N)N3C=NC=N3. Drug 2: C(CN)CNCCSP(=O)(O)O. Cell line: MCF7. Synergy scores: CSS=-6.46, Synergy_ZIP=7.13, Synergy_Bliss=4.83, Synergy_Loewe=-5.93, Synergy_HSA=-5.30.